Predict the product of the given reaction. From a dataset of Forward reaction prediction with 1.9M reactions from USPTO patents (1976-2016). (1) Given the reactants [CH2:1]([C:3]1[CH:4]=[CH:5][C:6]([F:24])=[C:7]([N:9]([CH2:18][C:19]2[CH:23]=[CH:22][NH:21][N:20]=2)[C:10]2[CH:17]=[CH:16][C:13]([C:14]#[N:15])=[CH:12][CH:11]=2)[CH:8]=1)[CH3:2].N1C=CC=CC=1.[C:31]1(B(O)O)[CH:36]=[CH:35][CH:34]=[CH:33][CH:32]=1, predict the reaction product. The product is: [CH2:1]([C:3]1[CH:4]=[CH:5][C:6]([F:24])=[C:7]([N:9]([CH2:18][C:19]2[CH:23]=[CH:22][N:21]([C:31]3[CH:36]=[CH:35][CH:34]=[CH:33][CH:32]=3)[N:20]=2)[C:10]2[CH:17]=[CH:16][C:13]([C:14]#[N:15])=[CH:12][CH:11]=2)[CH:8]=1)[CH3:2]. (2) Given the reactants [Br:1][C:2]1[CH:7]=[CH:6][CH:5]=[CH:4][C:3]=1[CH:8]([OH:12])[C:9]([OH:11])=[O:10].[CH3:13][Si](C=[N+]=[N-])(C)C, predict the reaction product. The product is: [Br:1][C:2]1[CH:7]=[CH:6][CH:5]=[CH:4][C:3]=1[CH:8]([OH:12])[C:9]([O:11][CH3:13])=[O:10]. (3) Given the reactants [NH2:1][CH2:2][C@@H:3]1[CH2:7][CH2:6][N:5]([C:8]([O:10][C:11]([CH3:14])([CH3:13])[CH3:12])=[O:9])[CH2:4]1.C(N(CC)CC)C.[F:22][C:23]([F:34])([F:33])[C:24](O[C:24](=[O:25])[C:23]([F:34])([F:33])[F:22])=[O:25], predict the reaction product. The product is: [F:22][C:23]([F:34])([F:33])[C:24]([NH:1][CH2:2][C@@H:3]1[CH2:7][CH2:6][N:5]([C:8]([O:10][C:11]([CH3:14])([CH3:13])[CH3:12])=[O:9])[CH2:4]1)=[O:25]. (4) Given the reactants [O:1]1[CH2:6][CH2:5][O:4][C:3]2[CH:7]=[C:8]([C:11]3[C:12]([CH3:29])=[C:13]([CH:26]=[CH:27][CH:28]=3)[CH2:14][O:15][C:16]3[C:23]([CH3:24])=[CH:22][C:19]([CH:20]=[O:21])=[C:18]([OH:25])[CH:17]=3)[CH:9]=[CH:10][C:2]1=2.Cl[CH2:31][CH2:32][CH2:33][CH2:34][C:35]#[N:36].C(=O)([O-])[O-].[Cs+].[Cs+].O, predict the reaction product. The product is: [O:1]1[CH2:6][CH2:5][O:4][C:3]2[CH:7]=[C:8]([C:11]3[C:12]([CH3:29])=[C:13]([CH:26]=[CH:27][CH:28]=3)[CH2:14][O:15][C:16]3[C:23]([CH3:24])=[CH:22][C:19]([CH:20]=[O:21])=[C:18]([CH:17]=3)[O:25][CH2:31][CH2:32][CH2:33][CH2:34][C:35]#[N:36])[CH:9]=[CH:10][C:2]1=2. (5) Given the reactants [NH2:1][C:2]1[CH:10]=[C:9]([Br:11])[CH:8]=[CH:7][C:3]=1[C:4](O)=[O:5].[CH:12]([NH2:14])=O, predict the reaction product. The product is: [Br:11][C:9]1[CH:10]=[C:2]2[C:3]([C:4](=[O:5])[NH:14][CH:12]=[N:1]2)=[CH:7][CH:8]=1. (6) Given the reactants B(Br)(Br)Br.Cl.[N:6]12[CH2:13][CH2:12][CH:9]([CH2:10][CH2:11]1)[C@@H:8]([NH:14][C:15]([C:17]1[O:18][C:19]3[C:25]([C:26]4[CH:31]=[CH:30][CH:29]=[CH:28][C:27]=4[O:32]C)=[CH:24][CH:23]=[CH:22][C:20]=3[CH:21]=1)=[O:16])[CH2:7]2.C(OCC)C.[OH-].[Na+], predict the reaction product. The product is: [N:6]12[CH2:11][CH2:10][CH:9]([CH2:12][CH2:13]1)[C@@H:8]([NH:14][C:15]([C:17]1[O:18][C:19]3[C:25]([C:26]4[CH:31]=[CH:30][CH:29]=[CH:28][C:27]=4[OH:32])=[CH:24][CH:23]=[CH:22][C:20]=3[CH:21]=1)=[O:16])[CH2:7]2. (7) Given the reactants Cl[C:2]1[CH:3]=[C:4]([N:11]([CH2:18][C:19]2[CH:24]=[CH:23][C:22]([O:25][CH3:26])=[CH:21][CH:20]=2)[C:12]2[CH:17]=[CH:16][CH:15]=[CH:14][CH:13]=2)[C:5]2[N:6]([CH:8]=[CH:9][N:10]=2)[N:7]=1.[C:27]([C:29]1[CH:34]=[CH:33][C:32](B(O)O)=[CH:31][C:30]=1[F:38])#[N:28].C(=O)([O-])[O-].[Cs+].[Cs+], predict the reaction product. The product is: [F:38][C:30]1[CH:31]=[C:32]([C:2]2[CH:3]=[C:4]([N:11]([CH2:18][C:19]3[CH:24]=[CH:23][C:22]([O:25][CH3:26])=[CH:21][CH:20]=3)[C:12]3[CH:17]=[CH:16][CH:15]=[CH:14][CH:13]=3)[C:5]3[N:6]([CH:8]=[CH:9][N:10]=3)[N:7]=2)[CH:33]=[CH:34][C:29]=1[C:27]#[N:28]. (8) Given the reactants [CH2:1]([N:3]([C:13]1[CH:18]=[C:17]([O:19]C)[CH:16]=[CH:15][C:14]=1[CH:21]1[CH2:30][CH2:29][C:28]2[C:23](=[CH:24][CH:25]=[C:26]([O:31]C)[CH:27]=2)[CH2:22]1)[C:4](=O)[C:5]1[CH:10]=[CH:9][C:8]([OH:11])=[CH:7][CH:6]=1)[CH3:2].Cl.Cl[CH2:35][CH2:36][N:37]1[CH2:42][CH2:41][O:40][CH2:39][CH2:38]1, predict the reaction product. The product is: [CH2:1]([N:3]([CH2:4][C:5]1[CH:6]=[CH:7][C:8]([O:11][CH2:35][CH2:36][N:37]2[CH2:42][CH2:41][O:40][CH2:39][CH2:38]2)=[CH:9][CH:10]=1)[C:13]1[CH:18]=[C:17]([OH:19])[CH:16]=[CH:15][C:14]=1[CH:21]1[CH2:30][CH2:29][C:28]2[CH:27]=[C:26]([OH:31])[CH:25]=[CH:24][C:23]=2[CH2:22]1)[CH3:2]. (9) The product is: [F:1][C:2]1[CH:7]=[C:6]([S:8]([CH3:11])(=[O:10])=[O:9])[CH:5]=[CH:4][C:3]=1[C:12]1[O:13][C:14]2[CH:20]=[CH:19][C:18]([CH:21]3[CH2:26][CH2:25][N:24]([S:27]([CH2:30][CH2:31][CH2:44][OH:45])(=[O:28])=[O:29])[CH2:23][CH2:22]3)=[CH:17][C:15]=2[N:16]=1. Given the reactants [F:1][C:2]1[CH:7]=[C:6]([S:8]([CH3:11])(=[O:10])=[O:9])[CH:5]=[CH:4][C:3]=1[C:12]1[O:13][C:14]2[CH:20]=[CH:19][C:18]([CH:21]3[CH2:26][CH2:25][N:24]([S:27]([CH2:30][C:31](OCC)=O)(=[O:29])=[O:28])[CH2:23][CH2:22]3)=[CH:17][C:15]=2[N:16]=1.[H-].[Al+3].[Li+].[H-].[H-].[H-].C1C[O:45][CH2:44]C1, predict the reaction product.